From a dataset of Reaction yield outcomes from USPTO patents with 853,638 reactions. Predict the reaction yield, written as a fraction of the theoretical maximum amount of product (1.0 means a 100% yield; for example, 0.34 means a 34% yield). (1) The reactants are [NH:1]([C:8]([NH:10][CH2:11][CH2:12][N:13]1[C:21]2[CH:20]=[CH:19][CH:18]=[CH:17][C:16]=2[C:15]2[CH2:22][CH2:23][N:24](C(OC(C)(C)C)=O)[CH2:25][CH2:26][C:14]1=2)=[O:9])[C:2]1[CH:7]=[CH:6][CH:5]=[CH:4][CH:3]=1.C(C(O)=O)(F)(F)F.C(Cl)[Cl:42]. No catalyst specified. The product is [ClH:42].[C:2]1([NH:1][C:8]([NH:10][CH2:11][CH2:12][N:13]2[C:21]3[CH:20]=[CH:19][CH:18]=[CH:17][C:16]=3[C:15]3[CH2:22][CH2:23][NH:24][CH2:25][CH2:26][C:14]2=3)=[O:9])[CH:7]=[CH:6][CH:5]=[CH:4][CH:3]=1. The yield is 0.880. (2) The yield is 0.158. No catalyst specified. The reactants are [C:1]([CH2:3][CH2:4][C:5]([CH2:16][CH2:17][C:18]#[N:19])([C:11]([O:13]CC)=[O:12])[C:6]([O:8]CC)=[O:7])#[N:2].C[N+](C)(C)C.[OH-].Cl. The product is [C:18]([CH2:17][CH2:16][C:5]([CH2:4][CH2:3][C:1]#[N:2])([C:11]([OH:13])=[O:12])[C:6]([OH:8])=[O:7])#[N:19]. (3) The reactants are N.Cl[C:3]1[CH:8]=[CH:7][CH:6]=[C:5]([C:9]([F:12])([F:11])[F:10])[C:4]=1[CH2:13][CH2:14][C:15]#[N:16].[N+]([O-])([O-])=O.[NH4+].C(OCC)(=O)C. The catalyst is CCCCCCC. The product is [F:10][C:9]([F:12])([F:11])[C:5]1[C:4]2[CH2:13][CH:14]([C:15]#[N:16])[C:3]=2[CH:8]=[CH:7][CH:6]=1. The yield is 0.579. (4) The reactants are O1CCCCC1[N:7]1[C:15]2[C:10](=[CH:11][C:12]([C:16]3[N:20]=[CH:19][N:18](C(C4C=CC=CC=4)(C4C=CC=CC=4)C4C=CC=CC=4)[N:17]=3)=[CH:13][CH:14]=2)[C:9]([C:40]2[CH:45]=[CH:44][C:43]([NH2:46])=[CH:42][CH:41]=2)=[N:8]1.C(N(CC)CC)C.[O:54]1[CH:58]=[CH:57][CH:56]=[C:55]1[C:59](Cl)=[O:60].C(=O)(O)[O-].[Na+]. The catalyst is O1CCCC1. The product is [NH:17]1[C:16]([C:12]2[CH:11]=[C:10]3[C:15](=[CH:14][CH:13]=2)[NH:7][N:8]=[C:9]3[C:40]2[CH:45]=[CH:44][C:43]([NH:46][C:59]([C:55]3[O:54][CH:58]=[CH:57][CH:56]=3)=[O:60])=[CH:42][CH:41]=2)=[N:20][CH:19]=[N:18]1. The yield is 0.0500.